This data is from Full USPTO retrosynthesis dataset with 1.9M reactions from patents (1976-2016). The task is: Predict the reactants needed to synthesize the given product. (1) Given the product [Cl:10][C:11]1[CH:19]=[CH:18][C:14]([C:15]([NH:5][C:4]2[CH:6]=[C:7]([I:9])[CH:8]=[C:2]([F:1])[CH:3]=2)=[O:16])=[CH:13][N:12]=1, predict the reactants needed to synthesize it. The reactants are: [F:1][C:2]1[CH:3]=[C:4]([CH:6]=[C:7]([I:9])[CH:8]=1)[NH2:5].[Cl:10][C:11]1[CH:19]=[CH:18][C:14]([C:15](Cl)=[O:16])=[CH:13][N:12]=1.ClC1C=CC(C(NC2C=CC(I)=C(C)C=2)=O)=CN=1. (2) Given the product [CH3:36][C:34]([CH3:37])([S@:32]([NH:31][C@:9]([C:4]1[CH:3]=[CH:2][C:7]([F:8])=[C:6](/[CH:40]=[CH:39]/[C:38]([O:42][CH3:43])=[O:41])[CH:5]=1)([C:17]1[CH:22]=[C:21]([O:23][C:24]([F:29])([F:28])[CH:25]([F:27])[F:26])[CH:20]=[C:19]([F:30])[CH:18]=1)[CH2:10][C:11]1[CH:12]=[CH:13][CH:14]=[CH:15][CH:16]=1)=[O:33])[CH3:35], predict the reactants needed to synthesize it. The reactants are: Br[C:2]1[CH:3]=[C:4]([C@@:9]([NH:31][S@@:32]([C:34]([CH3:37])([CH3:36])[CH3:35])=[O:33])([C:17]2[CH:22]=[C:21]([O:23][C:24]([F:29])([F:28])[CH:25]([F:27])[F:26])[CH:20]=[C:19]([F:30])[CH:18]=2)[CH2:10][C:11]2[CH:16]=[CH:15][CH:14]=[CH:13][CH:12]=2)[CH:5]=[CH:6][C:7]=1[F:8].[C:38]([O:42][CH3:43])(=[O:41])[CH:39]=[CH2:40].C(P(C(C)(C)C)C(C)(C)C)(C)(C)C.C(=O)([O-])[O-].[Cs+].[Cs+]. (3) Given the product [CH3:1][C:2]1[O:6][N:5]=[C:4]([C:7]2[CH:12]=[CH:11][CH:10]=[CH:9][C:8]=2[C:13]([F:16])([F:14])[F:15])[C:3]=1[C:17]([OH:19])=[O:18], predict the reactants needed to synthesize it. The reactants are: [CH3:1][C:2]1[O:6][N:5]=[C:4]([C:7]2[CH:12]=[CH:11][CH:10]=[CH:9][C:8]=2[C:13]([F:16])([F:15])[F:14])[C:3]=1[C:17]([O:19]C)=[O:18].[OH-].[Na+]. (4) Given the product [N:17]1([S:22]([N:6]2[CH2:7][CH2:8][CH:3]([CH2:2][OH:1])[CH2:4][CH2:5]2)(=[O:24])=[O:23])[CH:21]=[CH:20][N:19]=[CH:18]1, predict the reactants needed to synthesize it. The reactants are: [OH:1][CH2:2][CH:3]1[CH2:8][CH2:7][NH:6][CH2:5][CH2:4]1.FC(F)(F)S([O-])(=O)=O.[N:17]1([S:22](N2C=C[NH+](C)C2)(=[O:24])=[O:23])[CH:21]=[CH:20][N:19]=[CH:18]1. (5) Given the product [CH3:3][CH:2]([C@H:4]([CH2:20][C@H:21]([NH2:39])[C@@H:22]([OH:38])[CH2:23][C@H:24]([C:28]([NH:30][CH2:31][C:32]([C:35]([NH2:37])=[O:36])([CH3:33])[CH3:34])=[O:29])[CH:25]([CH3:26])[CH3:27])[CH2:5][C:6]1[CH:7]=[CH:8][C:9]([O:18][CH3:19])=[C:10]([O:12][CH2:13][CH2:14][CH2:15][O:16][CH3:17])[CH:11]=1)[CH3:1], predict the reactants needed to synthesize it. The reactants are: [CH3:1][CH:2]([C@H:4]([CH2:20][C@H:21]([NH2:39])[C@@H:22]([OH:38])[CH2:23][C@H:24]([C:28]([NH:30][CH2:31][C:32]([C:35]([NH2:37])=[O:36])([CH3:34])[CH3:33])=[O:29])[CH:25]([CH3:27])[CH3:26])[CH2:5][C:6]1[CH:7]=[CH:8][C:9]([O:18][CH3:19])=[C:10]([O:12][CH2:13][CH2:14][CH2:15][O:16][CH3:17])[CH:11]=1)[CH3:3].[CH3:3][CH:2]([C@H:4]([CH2:20][C@H:21]([NH2:39])[C@@H:22]([OH:38])[CH2:23][C@H:24]([C:28]([NH:30][CH2:31][C:32]([C:35]([NH2:37])=[O:36])([CH3:33])[CH3:34])=[O:29])[CH:25]([CH3:26])[CH3:27])[CH2:5][C:6]1[CH:7]=[CH:8][C:9]([O:18][CH3:19])=[C:10]([O:12][CH2:13][CH2:14][CH2:15][O:16][CH3:17])[CH:11]=1)[CH3:1].C(/C(O)=O)=C\C(O)=O.N.